Task: Predict the reaction yield, written as a fraction of the theoretical maximum amount of product (1.0 means a 100% yield; for example, 0.34 means a 34% yield).. Dataset: Reaction yield outcomes from USPTO patents with 853,638 reactions (1) The reactants are [Cl:1][C:2]1[C:3]([NH:17][CH2:18][CH2:19][CH2:20][C:21]2[CH:26]=[CH:25][CH:24]=[C:23]([O:27]C)[CH:22]=2)=[N:4][C:5]([NH:8][C:9]2[CH:10]=[C:11]([CH2:15]O)[CH:12]=[CH:13][CH:14]=2)=[N:6][CH:7]=1.B(Br)(Br)[Br:30].O. The catalyst is C(Cl)Cl. The product is [Br:30][CH2:15][C:11]1[CH:10]=[C:9]([NH:8][C:5]2[N:4]=[C:3]([NH:17][CH2:18][CH2:19][CH2:20][C:21]3[CH:22]=[C:23]([OH:27])[CH:24]=[CH:25][CH:26]=3)[C:2]([Cl:1])=[CH:7][N:6]=2)[CH:14]=[CH:13][CH:12]=1. The yield is 0.750. (2) The reactants are F[C:2]1[CH:3]=[CH:4][C:5]([N+:9]([O-:11])=[O:10])=[C:6]([CH3:8])[CH:7]=1.[CH3:12][C:13]1([CH3:20])[NH:17][C:16](=[O:18])[NH:15][C:14]1=[O:19].C([O-])([O-])=O.[K+].[K+].O. The catalyst is CN(C=O)C. The product is [CH3:12][C:13]1([CH3:20])[NH:17][C:16](=[O:18])[N:15]([C:2]2[CH:3]=[CH:4][C:5]([N+:9]([O-:11])=[O:10])=[C:6]([CH3:8])[CH:7]=2)[C:14]1=[O:19]. The yield is 0.250. (3) The reactants are [CH:1]([C:3]1[CH:18]=[CH:17][C:6]([O:7][C:8]2[CH:16]=[CH:15][C:11]([C:12]([NH2:14])=[O:13])=[CH:10][N:9]=2)=[C:5]([O:19][CH3:20])[CH:4]=1)=O.[CH2:21]([NH2:27])[CH2:22][CH2:23][CH2:24][CH2:25][CH3:26]. No catalyst specified. The product is [CH2:21]([NH:27][CH2:1][C:3]1[CH:18]=[CH:17][C:6]([O:7][C:8]2[CH:16]=[CH:15][C:11]([C:12]([NH2:14])=[O:13])=[CH:10][N:9]=2)=[C:5]([O:19][CH3:20])[CH:4]=1)[CH2:22][CH2:23][CH2:24][CH2:25][CH3:26]. The yield is 0.730. (4) The reactants are C(OC1C=CC2C3[C@H]([C@H]4[C@@](CC=3CC=C)(C)[C@@H](OCC3C=CC=CC=3)CC4)CCC=2C=1)C1C=CC=CC=1.CN1[C@@H](C)[C@@H](C2C=CC=CC=2)N(C(=O)[C@@H](CCC(F)(F)C(F)(F)C(F)(F)C(F)(F)F)CCCCCCC=C)C1=O.[CH2:78]([O:85][C:86]1[CH:103]=[CH:102][C:101]2[C:100]3[C@H:91]([C@H:92]4[C@@:96]([CH2:98][C:99]=3[CH2:104]/[CH:105]=[CH:106]/[CH2:107][CH2:108][CH2:109][CH2:110][CH2:111][CH2:112][C@H:113]([CH2:130][CH2:131][C:132]([F:144])([F:143])[C:133]([F:142])([F:141])[C:134]([F:140])([F:139])[C:135]([F:138])([F:137])[F:136])[C:114]([N:116]3[C@H:120]([C:121]5[CH:126]=[CH:125][CH:124]=[CH:123][CH:122]=5)[C@H:119]([CH3:127])[N:118]([CH3:128])[C:117]3=[O:129])=[O:115])([CH3:97])[C@@H:95]([O:145][CH2:146][C:147]3[CH:152]=[CH:151][CH:150]=[CH:149][CH:148]=3)[CH2:94][CH2:93]4)[CH2:90][CH2:89][C:88]=2[CH:87]=1)[C:79]1[CH:84]=[CH:83][CH:82]=[CH:81][CH:80]=1. The catalyst is ClCCl.C(P(C1CCCCC1)(C1CCCCC1)C1CCCCC1)(P(C1CCCCC1)(C1CCCCC1)C1CCCCC1)C1C=CC=CC=1.Cl[Ru]Cl. The product is [CH2:78]([O:85][C:86]1[CH:103]=[CH:102][C:101]2[C:100]3[C@H:91]([C@H:92]4[C@@:96]([CH2:98][C:99]=3[CH2:104]/[CH:105]=[CH:106]\[CH2:107][CH2:108][CH2:109][CH2:110][CH2:111][CH2:112][C@H:113]([CH2:130][CH2:131][C:132]([F:143])([F:144])[C:133]([F:141])([F:142])[C:134]([F:140])([F:139])[C:135]([F:138])([F:136])[F:137])[C:114]([N:116]3[C@H:120]([C:121]5[CH:122]=[CH:123][CH:124]=[CH:125][CH:126]=5)[C@H:119]([CH3:127])[N:118]([CH3:128])[C:117]3=[O:129])=[O:115])([CH3:97])[C@@H:95]([O:145][CH2:146][C:147]3[CH:152]=[CH:151][CH:150]=[CH:149][CH:148]=3)[CH2:94][CH2:93]4)[CH2:90][CH2:89][C:88]=2[CH:87]=1)[C:79]1[CH:84]=[CH:83][CH:82]=[CH:81][CH:80]=1. The yield is 0.630. (5) The reactants are [Na].[C:2]([O:8][CH2:9][CH3:10])(=[O:7])[CH2:3][C:4]([CH3:6])=[O:5].O/[N:12]=[C:13](\Cl)/[C:14]1[CH:19]=[CH:18][CH:17]=[C:16]([Cl:20])[CH:15]=1. The catalyst is CO. The product is [CH2:9]([O:8][C:2]([C:3]1[C:13]([C:14]2[CH:19]=[CH:18][CH:17]=[C:16]([Cl:20])[CH:15]=2)=[N:12][O:5][C:4]=1[CH3:6])=[O:7])[CH3:10]. The yield is 0.400. (6) The reactants are C([O:8][C:9]1[C:10]([F:22])=[C:11]([CH2:18][C:19](=[O:21])[CH3:20])[C:12]([N+:15]([O-:17])=[O:16])=[CH:13][CH:14]=1)C1C=CC=CC=1.[Cl-].[NH+]1C=CC=CC=1. The catalyst is Cl.C(OCC)(=O)C. The product is [F:22][C:10]1[C:9]([OH:8])=[CH:14][CH:13]=[C:12]([N+:15]([O-:17])=[O:16])[C:11]=1[CH2:18][C:19](=[O:21])[CH3:20]. The yield is 0.810. (7) The reactants are [NH2:1][C@H:2]1[CH2:6][N:5]([CH2:7][C:8]2[CH:13]=[CH:12][CH:11]=[CH:10][CH:9]=2)[CH2:4][C@@H:3]1[N:14]1[CH2:19][C:18]([F:21])([F:20])[CH2:17][CH2:16][C:15]1=[O:22].[C:23]([O:27][C:28](O[C:28]([O:27][C:23]([CH3:26])([CH3:25])[CH3:24])=[O:29])=[O:29])([CH3:26])([CH3:25])[CH3:24]. The catalyst is ClCCl. The product is [CH2:7]([N:5]1[CH2:4][C@H:3]([N:14]2[CH2:19][C:18]([F:21])([F:20])[CH2:17][CH2:16][C:15]2=[O:22])[C@@H:2]([NH:1][C:28](=[O:29])[O:27][C:23]([CH3:26])([CH3:25])[CH3:24])[CH2:6]1)[C:8]1[CH:9]=[CH:10][CH:11]=[CH:12][CH:13]=1. The yield is 0.910. (8) The reactants are [Cl:1][C:2]1[CH:3]=[C:4]([C:9]2[CH:17]=[CH:16][CH:15]=[C:14]3[C:10]=2[CH2:11][C:12](=[O:18])[NH:13]3)[CH:5]=[CH:6][C:7]=1[F:8].[N:19]1([CH2:24][CH2:25][NH:26][C:27]([C:29]2[CH:33]=[C:32]([CH3:34])[NH:31][C:30]=2[CH:35]=O)=[O:28])[CH2:23][CH2:22][CH2:21][CH2:20]1. The catalyst is C(O)C.N1CCCCC1. The product is [N:19]1([CH2:24][CH2:25][NH:26][C:27]([C:29]2[CH:33]=[C:32]([CH3:34])[NH:31][C:30]=2[CH:35]=[C:11]2[C:10]3[C:14](=[CH:15][CH:16]=[CH:17][C:9]=3[C:4]3[CH:5]=[CH:6][C:7]([F:8])=[C:2]([Cl:1])[CH:3]=3)[NH:13][C:12]2=[O:18])=[O:28])[CH2:23][CH2:22][CH2:21][CH2:20]1. The yield is 0.720. (9) The catalyst is C(Cl)(Cl)(Cl)Cl. The reactants are [Br:1][C:2]1[CH:3]=[C:4]([O:9][C:10]2[C:15]([F:16])=[C:14]([CH3:17])[CH:13]=[CH:12][C:11]=2[Cl:18])[CH:5]=[C:6]([Cl:8])[CH:7]=1.C1C(=O)N([Br:26])C(=O)C1. The yield is 0.490. The product is [Br:1][C:2]1[CH:3]=[C:4]([O:9][C:10]2[C:15]([F:16])=[C:14]([CH2:17][Br:26])[CH:13]=[CH:12][C:11]=2[Cl:18])[CH:5]=[C:6]([Cl:8])[CH:7]=1.